This data is from Forward reaction prediction with 1.9M reactions from USPTO patents (1976-2016). The task is: Predict the product of the given reaction. Given the reactants [C:1]([NH:4][C@@H:5]1[C@@H:10]([NH:11][C:12]([O:14][CH:15]([CH3:17])[CH3:16])=[O:13])[CH2:9][C:8]([C:18]([O:20][CH2:21][C@H:22]2[N:26]([C:27]([O:29][C:30]([CH3:33])([CH3:32])[CH3:31])=[O:28])[C@@H:25]([C:34]3[C:38]4[N:39]=[CH:40][N:41]=[C:42]([N:43]=[N+]=[N-])[C:37]=4[NH:36][CH:35]=3)[C@@H:24]3[O:46][C:47]([CH3:50])([CH3:49])[O:48][C@H:23]23)=[O:19])=[CH:7][C@H:6]1[O:51][CH:52]([CH2:55][CH3:56])[CH2:53][CH3:54])(=[O:3])[CH3:2].P(C)(C)[CH3:58], predict the reaction product. The product is: [C:1]([NH:4][C@@H:5]1[C@@H:10]([NH:11][C:12]([O:14][C:15]([CH3:58])([CH3:17])[CH3:16])=[O:13])[CH2:9][C:8]([C:18]([O:20][CH2:21][C@H:22]2[N:26]([C:27]([O:29][C:30]([CH3:33])([CH3:32])[CH3:31])=[O:28])[C@@H:25]([C:34]3[C:38]4[N:39]=[CH:40][N:41]=[C:42]([NH2:43])[C:37]=4[NH:36][CH:35]=3)[C@@H:24]3[O:46][C:47]([CH3:50])([CH3:49])[O:48][C@H:23]23)=[O:19])=[CH:7][C@H:6]1[O:51][CH:52]([CH2:55][CH3:56])[CH2:53][CH3:54])(=[O:3])[CH3:2].